This data is from Forward reaction prediction with 1.9M reactions from USPTO patents (1976-2016). The task is: Predict the product of the given reaction. (1) Given the reactants [F:1][C:2]([F:18])([F:17])[CH:3]([C:5]1[CH:10]=[CH:9][CH:8]=[CH:7][C:6]=1[C:11]1[CH:15]=[C:14]([CH3:16])[S:13][CH:12]=1)[OH:4].[NH2:19][C:20]1[N:25]=[C:24](Cl)[CH:23]=[C:22]([Cl:27])[N:21]=1.C(=O)([O-])[O-].[Cs+].[Cs+].O1CCOCC1, predict the reaction product. The product is: [Cl:27][C:22]1[CH:23]=[C:24]([O:4][CH:3]([C:5]2[CH:10]=[CH:9][CH:8]=[CH:7][C:6]=2[C:11]2[CH:15]=[C:14]([CH3:16])[S:13][CH:12]=2)[C:2]([F:1])([F:17])[F:18])[N:25]=[C:20]([NH2:19])[N:21]=1. (2) Given the reactants [CH:1]1([NH:8][CH2:9][CH:10]([N:12]([CH2:23][CH2:24][C:25]2[C:33]3[S:32][C:31](=[O:34])[NH:30][C:29]=3[C:28]([OH:35])=[CH:27][CH:26]=2)[C:13](=[O:22])[O:14][CH2:15][C:16]2[CH:21]=[CH:20][CH:19]=[CH:18][CH:17]=2)[CH3:11])[CH2:7][CH2:6][CH2:5][CH2:4][CH2:3][CH2:2]1.C[Si](Cl)(C)C.[C:41](Cl)(=[O:44])[CH:42]=[CH2:43], predict the reaction product. The product is: [C:41]([N:8]([CH:1]1[CH2:2][CH2:3][CH2:4][CH2:5][CH2:6][CH2:7]1)[CH2:9][CH:10]([N:12]([CH2:23][CH2:24][C:25]1[C:33]2[S:32][C:31](=[O:34])[NH:30][C:29]=2[C:28]([OH:35])=[CH:27][CH:26]=1)[C:13](=[O:22])[O:14][CH2:15][C:16]1[CH:21]=[CH:20][CH:19]=[CH:18][CH:17]=1)[CH3:11])(=[O:44])[CH:42]=[CH2:43]. (3) Given the reactants [C:1]([C:5]1[CH:10]=[CH:9][C:8]([C:11]2[CH:16]=[CH:15][C:14]([OH:17])=[CH:13][CH:12]=2)=[CH:7][CH:6]=1)([CH3:4])([CH3:3])[CH3:2].C[O:19][C:20](=[O:42])[CH2:21][CH2:22][NH:23][C:24](=[O:41])[C:25]1[CH:30]=[CH:29][C:28]([CH:31]([CH2:39]O)[CH2:32][CH2:33][CH2:34][C:35]([F:38])([F:37])[F:36])=[CH:27][CH:26]=1, predict the reaction product. The product is: [C:1]([C:5]1[CH:10]=[CH:9][C:8]([C:11]2[CH:12]=[CH:13][C:14]([O:17][CH2:39][CH:31]([C:28]3[CH:29]=[CH:30][C:25]([C:24]([NH:23][CH2:22][CH2:21][C:20]([OH:42])=[O:19])=[O:41])=[CH:26][CH:27]=3)[CH2:32][CH2:33][CH2:34][C:35]([F:36])([F:38])[F:37])=[CH:15][CH:16]=2)=[CH:7][CH:6]=1)([CH3:4])([CH3:2])[CH3:3].